From a dataset of NCI-60 drug combinations with 297,098 pairs across 59 cell lines. Regression. Given two drug SMILES strings and cell line genomic features, predict the synergy score measuring deviation from expected non-interaction effect. Drug 1: CC1=C2C(C(=O)C3(C(CC4C(C3C(C(C2(C)C)(CC1OC(=O)C(C(C5=CC=CC=C5)NC(=O)OC(C)(C)C)O)O)OC(=O)C6=CC=CC=C6)(CO4)OC(=O)C)OC)C)OC. Drug 2: CNC(=O)C1=NC=CC(=C1)OC2=CC=C(C=C2)NC(=O)NC3=CC(=C(C=C3)Cl)C(F)(F)F. Cell line: A549. Synergy scores: CSS=69.5, Synergy_ZIP=7.26, Synergy_Bliss=6.98, Synergy_Loewe=6.41, Synergy_HSA=11.4.